This data is from Forward reaction prediction with 1.9M reactions from USPTO patents (1976-2016). The task is: Predict the product of the given reaction. (1) The product is: [Cl:15][C:12]1[CH:13]=[CH:14][C:9]([NH:8][C:6](=[O:7])[C:5]2[CH:26]=[CH:27][C:2]([N:33]3[CH2:34][CH2:35][N:30]([CH2:28][CH3:29])[CH2:31][CH2:32]3)=[N:3][CH:4]=2)=[CH:10][C:11]=1[NH:16][C:17](=[O:25])[C:18]1[CH:23]=[CH:22][C:21]([F:24])=[CH:20][CH:19]=1. Given the reactants Cl[C:2]1[CH:27]=[CH:26][C:5]([C:6]([NH:8][C:9]2[CH:14]=[CH:13][C:12]([Cl:15])=[C:11]([NH:16][C:17](=[O:25])[C:18]3[CH:23]=[CH:22][C:21]([F:24])=[CH:20][CH:19]=3)[CH:10]=2)=[O:7])=[CH:4][N:3]=1.[CH2:28]([N:30]1[CH2:35][CH2:34][NH:33][CH2:32][CH2:31]1)[CH3:29], predict the reaction product. (2) Given the reactants Cl([O-])(=O)(=O)=O.[Mg+2].Cl([O-])(=O)(=O)=O.[N:12]1[CH:17]=[CH:16][CH:15]=[CH:14][C:13]=1[CH:18]([CH3:23])[C:19]([O:21][CH3:22])=[O:20].[Br:24]N1C(=O)CCC1=O, predict the reaction product. The product is: [Br:24][C:18]([C:13]1[CH:14]=[CH:15][CH:16]=[CH:17][N:12]=1)([CH3:23])[C:19]([O:21][CH3:22])=[O:20]. (3) The product is: [NH2:1][C@@H:2]([C:11]1[CH:16]=[CH:15][CH:14]=[C:13]([F:18])[CH:12]=1)[CH2:3][C:4]([O:6][C:7]([CH3:10])([CH3:9])[CH3:8])=[O:5]. Given the reactants [NH2:1][C@@H:2]([C:11]1[CH:16]=[CH:15][C:14](F)=[C:13]([F:18])[CH:12]=1)[CH2:3][C:4]([O:6][C:7]([CH3:10])([CH3:9])[CH3:8])=[O:5].FC1C=C(C=CC=1)C=O, predict the reaction product. (4) Given the reactants C[O:2][C:3](=O)[C:4]1[CH:9]=[CH:8][C:7]([NH:10][C:11](=[O:28])[CH:12]([NH:16][C:17](=[O:27])[CH2:18][C:19]2[CH:24]=[C:23]([F:25])[CH:22]=[C:21]([F:26])[CH:20]=2)[CH2:13][CH2:14][CH3:15])=[N:6][CH:5]=1.[BH4-].[Na+], predict the reaction product. The product is: [OH:2][CH2:3][C:4]1[CH:9]=[CH:8][C:7]([NH:10][C:11](=[O:28])[CH:12]([NH:16][C:17](=[O:27])[CH2:18][C:19]2[CH:24]=[C:23]([F:25])[CH:22]=[C:21]([F:26])[CH:20]=2)[CH2:13][CH2:14][CH3:15])=[N:6][CH:5]=1. (5) Given the reactants [O:1]1[C@H:5]2[O:6][CH2:7][CH2:8][C@H:4]2[C@@H:3]([OH:9])[CH2:2]1.C(N(CC)CC)C.[C:17](=O)([O:26]N1C(=O)CCC1=O)[O:18][N:19]1[C:23](=[O:24])[CH2:22][CH2:21][C:20]1=[O:25], predict the reaction product. The product is: [O:1]1[C@H:5]2[O:6][CH2:7][CH2:8][C@H:4]2[C@@H:3]([O:9][C:17]([O:18][N:19]2[C:23](=[O:24])[CH2:22][CH2:21][C:20]2=[O:25])=[O:26])[CH2:2]1. (6) Given the reactants [NH2:1][C:2]1[CH:11]=[CH:10][C:9]2[C:4](=[CH:5][CH:6]=[CH:7][CH:8]=2)[CH:3]=1.[C:12]([O:17][CH2:18][CH3:19])(=[O:16])[C:13]([CH3:15])=O, predict the reaction product. The product is: [CH2:18]([O:17][C:12](=[O:16])[C@H:13]([CH3:15])[NH:1][C:2]1[CH:11]=[CH:10][C:9]2[C:4](=[CH:5][CH:6]=[CH:7][CH:8]=2)[CH:3]=1)[CH3:19]. (7) Given the reactants Br[C:2]1[CH:12]=[CH:11][C:5]2[O:6][CH2:7][C:8](=[O:10])[NH:9][C:4]=2[CH:3]=1.[CH3:13][C@H:14]1[O:19][CH2:18][C@@H:17]([C:20]2[CH:25]=[CH:24][CH:23]=[CH:22][CH:21]=2)[NH:16][CH2:15]1, predict the reaction product. The product is: [CH3:13][C@@H:14]1[CH2:15][N:16]([C:2]2[CH:12]=[CH:11][C:5]3[O:6][CH2:7][C:8](=[O:10])[NH:9][C:4]=3[CH:3]=2)[C@H:17]([C:20]2[CH:21]=[CH:22][CH:23]=[CH:24][CH:25]=2)[CH2:18][O:19]1. (8) Given the reactants Cl.[NH:2]1[CH2:5][CH:4]([C:6]#[N:7])[CH2:3]1.Br[CH2:9][CH2:10][CH2:11][Cl:12].C([O-])([O-])=O.[Cs+].[Cs+], predict the reaction product. The product is: [Cl:12][CH2:11][CH2:10][CH2:9][N:2]1[CH2:5][CH:4]([C:6]#[N:7])[CH2:3]1. (9) The product is: [OH:1][C:2]1[CH:9]=[CH:8][C:5]([C:6]([OH:17])=[O:7])=[CH:4][C:3]=1[O:10][C:11]([F:12])([F:13])[F:14]. Given the reactants [OH:1][C:2]1[CH:9]=[CH:8][C:5]([CH:6]=[O:7])=[CH:4][C:3]=1[O:10][C:11]([F:14])([F:13])[F:12].CC(C)=[O:17].OS(O)(=O)=O.O=[Cr](=O)=O, predict the reaction product.